This data is from Forward reaction prediction with 1.9M reactions from USPTO patents (1976-2016). The task is: Predict the product of the given reaction. (1) Given the reactants Cl[C:2]1[CH:7]=[N:6][CH:5]=[C:4]([Cl:8])[N:3]=1.C(N(C(C)C)C)(C)C.[F:17][C:18]1[CH:23]=[CH:22][C:21]([CH:24]([NH2:26])[CH3:25])=[CH:20][CH:19]=1.O, predict the reaction product. The product is: [Cl:8][C:4]1[N:3]=[C:2]([NH:26][CH:24]([C:21]2[CH:22]=[CH:23][C:18]([F:17])=[CH:19][CH:20]=2)[CH3:25])[CH:7]=[N:6][CH:5]=1. (2) The product is: [F:1][C:2]1[CH:3]=[CH:4][C:5]([CH2:6][N:7]2[CH2:12][CH2:11][N:10]([C:13]([CH2:15][O:16][C:17]3[CH:22]=[CH:21][C:20]([Cl:23])=[CH:19][CH:18]=3)=[O:14])[CH2:9][CH:8]2[CH2:24][CH:25]([OH:26])[CH3:29])=[CH:27][CH:28]=1. Given the reactants [F:1][C:2]1[CH:28]=[CH:27][C:5]([CH2:6][N:7]2[CH2:12][CH2:11][N:10]([C:13]([CH2:15][O:16][C:17]3[CH:22]=[CH:21][C:20]([Cl:23])=[CH:19][CH:18]=3)=[O:14])[CH2:9][CH:8]2[CH2:24][CH:25]=[O:26])=[CH:4][CH:3]=1.[CH3:29][Mg]Br.[NH4+].[Cl-], predict the reaction product. (3) The product is: [CH3:1][C:2]1([CH3:23])[CH2:6][C:5]2[CH:7]=[CH:8][CH:9]=[C:10]([NH:11][C:12]3[O:13][CH2:14][C:15]4[CH:21]=[C:20]([NH:22][CH2:29][C:25]5[NH:24][CH:28]=[CH:27][N:26]=5)[CH:19]=[CH:18][C:16]=4[N:17]=3)[C:4]=2[O:3]1. Given the reactants [CH3:1][C:2]1([CH3:23])[CH2:6][C:5]2[CH:7]=[CH:8][CH:9]=[C:10]([NH:11][C:12]3[O:13][CH2:14][C:15]4[CH:21]=[C:20]([NH2:22])[CH:19]=[CH:18][C:16]=4[N:17]=3)[C:4]=2[O:3]1.[NH:24]1[CH:28]=[CH:27][N:26]=[C:25]1[CH:29]=O, predict the reaction product.